From a dataset of TCR-epitope binding with 47,182 pairs between 192 epitopes and 23,139 TCRs. Binary Classification. Given a T-cell receptor sequence (or CDR3 region) and an epitope sequence, predict whether binding occurs between them. (1) The epitope is CTELKLSDY. The TCR CDR3 sequence is CSVDQDTQYF. Result: 1 (the TCR binds to the epitope). (2) The epitope is NQKLIANQF. The TCR CDR3 sequence is CASSQDGGSPYEQYF. Result: 0 (the TCR does not bind to the epitope). (3) The epitope is LLQTGIHVRVSQPSL. The TCR CDR3 sequence is CAISESMGISDNEQFF. Result: 0 (the TCR does not bind to the epitope).